Dataset: Full USPTO retrosynthesis dataset with 1.9M reactions from patents (1976-2016). Task: Predict the reactants needed to synthesize the given product. Given the product [CH2:25]([N:32]1[CH2:41][CH2:40][C:39]2[C:34](=[N:35][C:36]([N:9]3[CH2:8][CH2:7][CH:6]([O:5][C:4]4[CH:12]=[CH:13][C:14]([O:16][CH3:17])=[CH:15][C:3]=4[F:2])[CH2:11][CH2:10]3)=[C:37]([NH:42][CH:43]3[CH2:44][CH2:45][CH2:46]3)[N:38]=2)[CH2:33]1)[C:26]1[CH:27]=[CH:28][CH:29]=[CH:30][CH:31]=1.[C:19]([OH:20])([C:21]([F:24])([F:23])[F:22])=[O:18], predict the reactants needed to synthesize it. The reactants are: Cl.[F:2][C:3]1[CH:15]=[C:14]([O:16][CH3:17])[CH:13]=[CH:12][C:4]=1[O:5][CH:6]1[CH2:11][CH2:10][NH:9][CH2:8][CH2:7]1.[OH:18][C:19]([C:21]([F:24])([F:23])[F:22])=[O:20].[CH2:25]([N:32]1[CH2:41][CH2:40][C:39]2[C:34](=[N:35][C:36](Cl)=[C:37]([NH:42][CH:43]3[CH2:46][CH2:45][CH2:44]3)[N:38]=2)[CH2:33]1)[C:26]1[CH:31]=[CH:30][CH:29]=[CH:28][CH:27]=1.CC(C)([O-])C.[Na+].